This data is from Forward reaction prediction with 1.9M reactions from USPTO patents (1976-2016). The task is: Predict the product of the given reaction. The product is: [N+:14]([C:11]1[CH:10]=[C:6]2[C:5](=[CH:13][CH:12]=1)[N:4]=[CH:1][NH:3][C:7]2=[O:9])([O-:16])=[O:15]. Given the reactants [CH:1]([NH2:3])=O.[NH2:4][C:5]1[CH:13]=[CH:12][C:11]([N+:14]([O-:16])=[O:15])=[CH:10][C:6]=1[C:7]([OH:9])=O, predict the reaction product.